Dataset: Full USPTO retrosynthesis dataset with 1.9M reactions from patents (1976-2016). Task: Predict the reactants needed to synthesize the given product. Given the product [F:7][C:8]1[CH:17]=[C:16]2[C:11]([CH:12]=[CH:13][CH:14]=[N:15]2)=[CH:10][C:9]=1[CH2:18][C:19]1[N:23]2[N:24]=[C:25](/[C:28](=[N:6]/[NH:5][S:2]([CH3:1])(=[O:4])=[O:3])/[CH3:29])[CH:26]=[CH:27][C:22]2=[N:21][CH:20]=1, predict the reactants needed to synthesize it. The reactants are: [CH3:1][S:2]([NH:5][NH2:6])(=[O:4])=[O:3].[F:7][C:8]1[CH:17]=[C:16]2[C:11]([CH:12]=[CH:13][CH:14]=[N:15]2)=[CH:10][C:9]=1[CH2:18][C:19]1[N:23]2[N:24]=[C:25]([C:28](=O)[CH3:29])[CH:26]=[CH:27][C:22]2=[N:21][CH:20]=1.